From a dataset of Full USPTO retrosynthesis dataset with 1.9M reactions from patents (1976-2016). Predict the reactants needed to synthesize the given product. (1) Given the product [ClH:18].[N:2]1([CH2:8][CH2:9][CH2:10][O:11][C:12]2[CH:20]=[CH:19][C:15]([C:16]([N:31]3[CH2:32][CH2:33][N:28]([C:26]([C:22]4[O:21][CH:25]=[CH:24][CH:23]=4)=[O:27])[CH2:29][CH2:30]3)=[O:17])=[CH:14][CH:13]=2)[CH2:7][CH2:6][CH2:5][CH2:4][CH2:3]1, predict the reactants needed to synthesize it. The reactants are: Cl.[N:2]1([CH2:8][CH2:9][CH2:10][O:11][C:12]2[CH:20]=[CH:19][C:15]([C:16]([Cl:18])=[O:17])=[CH:14][CH:13]=2)[CH2:7][CH2:6][CH2:5][CH2:4][CH2:3]1.[O:21]1[CH:25]=[CH:24][CH:23]=[C:22]1[C:26]([N:28]1[CH2:33][CH2:32][NH:31][CH2:30][CH2:29]1)=[O:27]. (2) Given the product [OH:9][C@@H:8]([CH3:10])[C@@H:7]([NH:6][C:15]([O:17][CH2:18][CH2:19][CH2:20][CH2:21][CH3:22])=[O:16])[C:11]([OH:13])=[O:12], predict the reactants needed to synthesize it. The reactants are: C([O-])(O)=O.[Na+].[NH2:6][C@@H:7]([C:11]([OH:13])=[O:12])[C@H:8]([CH3:10])[OH:9].Cl[C:15]([O:17][CH2:18][CH2:19][CH2:20][CH2:21][CH3:22])=[O:16]. (3) The reactants are: [Br:1][C:2]1[C:3]([N:16]([CH3:21])[S:17]([CH3:20])(=[O:19])=[O:18])=[CH:4][C:5]2[O:9][C:8](I)=[C:7]([C:11]([NH:13][CH3:14])=[O:12])[C:6]=2[CH:15]=1.[S:22]1[CH2:27][CH:26]=[C:25](B2OC(C)(C)C(C)(C)O2)[CH2:24][CH2:23]1.C([O-])([O-])=O.[Cs+].[Cs+].C1(C)C=CC=CC=1P(C1C=CC=CC=1C)C1C=CC=CC=1C. Given the product [Br:1][C:2]1[C:3]([N:16]([CH3:21])[S:17]([CH3:20])(=[O:19])=[O:18])=[CH:4][C:5]2[O:9][C:8]([C:25]3[CH2:26][CH2:27][S:22][CH2:23][CH:24]=3)=[C:7]([C:11]([NH:13][CH3:14])=[O:12])[C:6]=2[CH:15]=1, predict the reactants needed to synthesize it. (4) The reactants are: C(Cl)(=O)C([Cl:4])=O.CS(C)=O.[C:11]1(C)[CH:16]=[CH:15][CH:14]=[C:13]([N:17]2[N:21]=[N:20][C:19]([CH2:22][OH:23])=[N:18]2)[CH:12]=1.CCN(CC)CC. Given the product [Cl:4][C:11]1[CH:12]=[C:13]([N:17]2[N:21]=[N:20][C:19]([CH:22]=[O:23])=[N:18]2)[CH:14]=[CH:15][CH:16]=1, predict the reactants needed to synthesize it. (5) The reactants are: [CH3:1][C:2]1[O:8][C:7]([C:9]([NH:11][CH2:12][C:13]2[CH:18]=[CH:17][C:16]([C:19]3[CH:24]=[CH:23][C:22]([C:25]#[N:26])=[CH:21][CH:20]=3)=[CH:15][CH:14]=2)=[O:10])=[C:6]([OH:27])[C:4](=[O:5])[CH:3]=1.[CH3:28][N:29]1[CH:33]2[CH2:34][CH:35]([O:37][CH:38]([C:45]3[CH:50]=[CH:49][C:48]([Cl:51])=[CH:47][CH:46]=3)[C:39]3[CH:44]=[CH:43][CH:42]=[CH:41][CH:40]=3)[CH2:36][CH:30]1[CH2:31][CH2:32]2.[ClH:52]. Given the product [CH3:28][N:29]1[CH:33]2[CH2:34][CH:35]([O:37][CH:38]([C:45]3[CH:50]=[CH:49][C:48]([Cl:51])=[CH:47][CH:46]=3)[C:39]3[CH:44]=[CH:43][CH:42]=[CH:41][CH:40]=3)[CH2:36][CH:30]1[CH2:31][CH2:32]2.[ClH:52].[CH3:1][C:2]1[O:8][C:7]([C:9]([NH:11][CH2:12][C:13]2[CH:18]=[CH:17][C:16]([C:19]3[CH:20]=[CH:21][C:22]([C:25]#[N:26])=[CH:23][CH:24]=3)=[CH:15][CH:14]=2)=[O:10])=[C:6]([OH:27])[C:4](=[O:5])[CH:3]=1, predict the reactants needed to synthesize it. (6) Given the product [OH:10][CH2:11][C@H:12]([CH3:40])[O:13][C:14]1[CH:29]=[C:28]([CH:27]=[C:16]([O:17][C:18]2[CH:26]=[CH:25][C:21]([C:22]([N:3]3[CH2:4][CH2:9][CH:7]3[CH3:8])=[O:24])=[CH:20][CH:19]=2)[CH:15]=1)[C:30]([NH:32][C:33]1[CH:38]=[N:37][C:36]([CH3:39])=[CH:35][N:34]=1)=[O:31], predict the reactants needed to synthesize it. The reactants are: CC[N:3]([CH:7]([CH3:9])[CH3:8])[CH:4](C)C.[OH:10][CH2:11][C@H:12]([CH3:40])[O:13][C:14]1[CH:15]=[C:16]([CH:27]=[C:28]([C:30]([NH:32][C:33]2[CH:38]=[N:37][C:36]([CH3:39])=[CH:35][N:34]=2)=[O:31])[CH:29]=1)[O:17][C:18]1[CH:26]=[CH:25][C:21]([C:22]([OH:24])=O)=[CH:20][CH:19]=1.CN(C(ON1N=NC2C=CC=NC1=2)=[N+](C)C)C.F[P-](F)(F)(F)(F)F.CC1CCN1.